From a dataset of Reaction yield outcomes from USPTO patents with 853,638 reactions. Predict the reaction yield, written as a fraction of the theoretical maximum amount of product (1.0 means a 100% yield; for example, 0.34 means a 34% yield). The reactants are [CH:1]([Mg]Cl)([CH2:3][CH3:4])[CH3:2].[CH3:7][Si:8]([O:11][CH3:12])(Cl)Cl.[Cl-].[NH4+]. No catalyst specified. The product is [CH:1]([Si:8]([CH:1]([CH2:3][CH3:4])[CH3:2])([CH3:7])[O:11][CH3:12])([CH2:3][CH3:4])[CH3:2]. The yield is 0.800.